From a dataset of Forward reaction prediction with 1.9M reactions from USPTO patents (1976-2016). Predict the product of the given reaction. (1) Given the reactants C([O:3][C:4](=[O:32])[CH2:5][CH2:6][CH2:7][CH2:8][CH2:9][CH2:10][N:11]1[C@@H:15](/[CH:16]=[CH:17]/[CH:18]([OH:28])[C:19]2[O:20][C:21]([C:24]([F:27])([F:26])[F:25])=[CH:22][CH:23]=2)[CH2:14][C:13]([CH3:30])([CH3:29])[C:12]1=[O:31])C.[OH-].[Na+], predict the reaction product. The product is: [OH:28][CH:18]([C:19]1[O:20][C:21]([C:24]([F:27])([F:26])[F:25])=[CH:22][CH:23]=1)/[CH:17]=[CH:16]/[C@@H:15]1[N:11]([CH2:10][CH2:9][CH2:8][CH2:7][CH2:6][CH2:5][C:4]([OH:32])=[O:3])[C:12](=[O:31])[C:13]([CH3:30])([CH3:29])[CH2:14]1. (2) Given the reactants [NH2:1][C:2]1[N:14]=[C:13]2[N:4]([C:5]([CH2:18][C:19]3[CH:27]=[CH:26][C:22]4[O:23][CH2:24][O:25][C:21]=4[CH:20]=3)=[N:6][C:7]3[CH:8]=[C:9]([C:15](O)=[O:16])[CH:10]=[CH:11][C:12]=32)[N:3]=1.C(N(CC)C(C)C)(C)C.CN(C(ON1N=NC2C=CC=CC1=2)=[N+](C)C)C.[B-](F)(F)(F)F.[NH2:59][CH2:60][CH2:61][OH:62], predict the reaction product. The product is: [OH:62][CH2:61][CH2:60][NH:59][C:15]([C:9]1[CH:10]=[CH:11][C:12]2[C:13]3[N:4]([N:3]=[C:2]([NH2:1])[N:14]=3)[C:5]([CH2:18][C:19]3[CH:27]=[CH:26][C:22]4[O:23][CH2:24][O:25][C:21]=4[CH:20]=3)=[N:6][C:7]=2[CH:8]=1)=[O:16]. (3) Given the reactants [Br:1][C:2]1[CH:3]([CH3:21])[CH2:4][C:5]2[C:10]([C:11]=1[C:12]1[CH:17]=[CH:16][C:15]([Cl:18])=[CH:14][CH:13]=1)=[CH:9][CH:8]=[C:7]([O:19][CH3:20])[CH:6]=2.C(C1C(=O)C(Cl)=C(Cl)C(=O)C=1C#N)#N, predict the reaction product. The product is: [Br:1][C:2]1[C:3]([CH3:21])=[CH:4][C:5]2[C:10](=[CH:9][CH:8]=[C:7]([O:19][CH3:20])[CH:6]=2)[C:11]=1[C:12]1[CH:17]=[CH:16][C:15]([Cl:18])=[CH:14][CH:13]=1. (4) Given the reactants FC(F)(F)C(O)=O.[Cl:8][C:9]1[CH:10]=[CH:11][C:12]([NH:15][C:16](=[O:32])[C:17]2[CH:22]=[CH:21][CH:20]=[CH:19][C:18]=2[NH:23][C:24]([O:26][CH:27]2[CH2:31][CH2:30][NH:29][CH2:28]2)=[O:25])=[N:13][CH:14]=1.[C:33]1(=O)[CH2:38][CH2:37][CH2:36][CH2:35][CH2:34]1.C([BH3-])#N.[Na+], predict the reaction product. The product is: [Cl:8][C:9]1[CH:10]=[CH:11][C:12]([NH:15][C:16](=[O:32])[C:17]2[CH:22]=[CH:21][CH:20]=[CH:19][C:18]=2[NH:23][C:24]([O:26][CH:27]2[CH2:31][CH2:30][N:29]([CH:33]3[CH2:38][CH2:37][CH2:36][CH2:35][CH2:34]3)[CH2:28]2)=[O:25])=[N:13][CH:14]=1. (5) Given the reactants [F:1][C:2]1[CH:10]=[C:9]([F:11])[C:8]([I:12])=[CH:7][C:3]=1[C:4](O)=[O:5].S(Cl)([Cl:15])=O.CN(C=O)C, predict the reaction product. The product is: [F:1][C:2]1[CH:10]=[C:9]([F:11])[C:8]([I:12])=[CH:7][C:3]=1[C:4]([Cl:15])=[O:5]. (6) Given the reactants [C:1](O)(=O)C.[NH:5]1[CH2:10][CH2:9][CH2:8][CH:7]([NH:11][C:12]([C:14]2[CH:15]=[C:16]3[C:20](=[CH:21][CH:22]=2)[NH:19][N:18]=[CH:17]3)=[O:13])[CH2:6]1.C=O.C([BH3-])#N.[Na+].[OH-].[Na+], predict the reaction product. The product is: [CH3:1][N:5]1[CH2:10][CH2:9][CH2:8][CH:7]([NH:11][C:12]([C:14]2[CH:15]=[C:16]3[C:20](=[CH:21][CH:22]=2)[NH:19][N:18]=[CH:17]3)=[O:13])[CH2:6]1. (7) Given the reactants [Br:1][C:2]1[CH:3]=[N:4][CH:5]=[C:6]([CH2:8]O)[CH:7]=1.N1C=CC=CC=1.[Br:16]P(Br)(C1C=CC=CC=1)(C1C=CC=CC=1)C1C=CC=CC=1, predict the reaction product. The product is: [Br:1][C:2]1[CH:3]=[N:4][CH:5]=[C:6]([CH2:8][Br:16])[CH:7]=1. (8) Given the reactants [C:1]([C:4]1[CH:5]=[CH:6][C:7]([OH:26])=[C:8]([S:10]([N:13]([CH2:15][CH2:16][C:17]2[CH:22]=[CH:21][C:20]([CH:23]([CH3:25])[CH3:24])=[CH:19][CH:18]=2)[CH3:14])(=[O:12])=[O:11])[CH:9]=1)(=[NH:3])[NH2:2].C(N([CH2:32][CH3:33])CC)C.Cl[C:35]([O:37][CH2:38][CH:39]1[CH2:43][CH2:42][CH2:41][O:40]1)=[O:36].[OH2:44], predict the reaction product. The product is: [NH2:3][C:1](=[N:2][C:35]([O:37][CH2:38][CH:33]1[CH2:32][CH2:43][CH2:39][O:40]1)=[O:44])[C:4]1[CH:5]=[CH:6][C:7]([O:26][C:35]([O:37][CH2:38][CH:39]2[CH2:43][CH2:42][CH2:41][O:40]2)=[O:36])=[C:8]([S:10]([N:13]([CH2:15][CH2:16][C:17]2[CH:18]=[CH:19][C:20]([CH:23]([CH3:24])[CH3:25])=[CH:21][CH:22]=2)[CH3:14])(=[O:12])=[O:11])[CH:9]=1. (9) Given the reactants [CH2:1]([O:3][C:4]([C:6]1[C:12]2[NH:13][C:14]3[CH:15]=[CH:16][CH:17]=[CH:18][C:19]=3[C:11]=2[C:10](=[O:20])[CH2:9][N:8]([C:21](=[O:29])[C:22]2[CH:27]=[CH:26][C:25]([F:28])=[CH:24][CH:23]=2)[CH:7]=1)=[O:5])[CH3:2].[BH3-]C#N.[Na+].[OH-].[NH4+], predict the reaction product. The product is: [CH2:1]([O:3][C:4]([C:6]1[C:12]2[NH:13][C:14]3[CH:15]=[CH:16][CH:17]=[CH:18][C:19]=3[C:11]=2[CH:10]([OH:20])[CH2:9][N:8]([C:21](=[O:29])[C:22]2[CH:27]=[CH:26][C:25]([F:28])=[CH:24][CH:23]=2)[CH:7]=1)=[O:5])[CH3:2].